Dataset: Full USPTO retrosynthesis dataset with 1.9M reactions from patents (1976-2016). Task: Predict the reactants needed to synthesize the given product. (1) The reactants are: [F:1][C:2]1[C:10]2[CH2:9][O:8][B:7]([OH:11])[C:6]=2[CH:5]=[CH:4][C:3]=1[C:12]([OH:14])=O.C1CN([P+](ON2N=NC3C=CC=CC2=3)(N2CCCC2)N2CCCC2)CC1.F[P-](F)(F)(F)(F)F.CCN(C(C)C)C(C)C.Cl.[C:58]([NH:62][NH2:63])([CH3:61])([CH3:60])[CH3:59]. Given the product [C:58]([NH:62][NH:63][C:12]([C:3]1[CH:4]=[CH:5][C:6]2[B:7]([OH:11])[O:8][CH2:9][C:10]=2[C:2]=1[F:1])=[O:14])([CH3:61])([CH3:60])[CH3:59], predict the reactants needed to synthesize it. (2) Given the product [OH:9][CH:8]([C:2]1[CH:3]=[CH:4][CH:5]=[CH:6][CH:7]=1)[C@H:10]1[CH2:14][CH2:13][CH2:12][N:11]1[C:22]([O:24][C:25]([CH3:28])([CH3:27])[CH3:26])=[O:23], predict the reactants needed to synthesize it. The reactants are: Cl.[C:2]1([CH:8]([C@H:10]2[CH2:14][CH2:13][CH2:12][NH:11]2)[OH:9])[CH:7]=[CH:6][CH:5]=[CH:4][CH:3]=1.C([C@H]1CCCN1[C:22]([O:24][C:25]([CH3:28])([CH3:27])[CH3:26])=[O:23])=O.C1([Mg]Br)C=CC=CC=1.[Cl-].[NH4+]. (3) Given the product [CH2:27]([O:26][C:24]([C:23]1[CH:29]=[CH:30][CH:31]=[CH:32][C:22]=1/[CH:3]=[CH:2]/[C:1]([OH:7])=[O:6])=[O:25])[CH3:28], predict the reactants needed to synthesize it. The reactants are: [C:1]([OH:7])(=[O:6])[CH2:2][C:3](O)=O.N1CCCCC1.N1C=CC=CC=1.C([C:22]1[CH:32]=[CH:31][CH:30]=[CH:29][C:23]=1[C:24]([O:26][CH2:27][CH3:28])=[O:25])=O. (4) Given the product [CH:25]1([O:24][C:17]2[C:18]([O:22][CH3:23])=[CH:19][CH:20]=[C:21]3[C:16]=2[N:15]=[CH:14][CH:13]=[C:12]3[NH:9][C:6]2[C:5]([Cl:10])=[CH:4][N:3]=[C:2]([Cl:1])[C:7]=2[Cl:8])[CH2:26][CH2:27][CH2:28][CH2:29]1, predict the reactants needed to synthesize it. The reactants are: [Cl:1][C:2]1[C:7]([Cl:8])=[C:6]([NH2:9])[C:5]([Cl:10])=[CH:4][N:3]=1.Cl[C:12]1[C:21]2[C:16](=[C:17]([O:24][CH:25]3[CH2:29][CH2:28][CH2:27][CH2:26]3)[C:18]([O:22][CH3:23])=[CH:19][CH:20]=2)[N:15]=[CH:14][CH:13]=1.